Dataset: Catalyst prediction with 721,799 reactions and 888 catalyst types from USPTO. Task: Predict which catalyst facilitates the given reaction. (1) Reactant: [C:1]([O:10][CH3:11])(=[O:9])[C:2]1[C:3](=[CH:5][CH:6]=[CH:7][CH:8]=1)[SH:4].[C:12]([O-])([O-])=O.[K+].[K+].CI. Product: [CH3:11][O:10][C:1](=[O:9])[C:2]1[CH:8]=[CH:7][CH:6]=[CH:5][C:3]=1[S:4][CH3:12]. The catalyst class is: 31. (2) Product: [NH2:14][CH2:13][C:10]1([OH:15])[CH2:9][CH2:8][N:7]([CH2:6][C:5]2[CH:16]=[CH:17][C:2]([F:1])=[CH:3][CH:4]=2)[CH2:12][CH2:11]1. The catalyst class is: 27. Reactant: [F:1][C:2]1[CH:17]=[CH:16][C:5]([CH2:6][N:7]2[CH2:12][CH2:11][C:10]([OH:15])([C:13]#[N:14])[CH2:9][CH2:8]2)=[CH:4][CH:3]=1.[H-].[Al+3].[Li+].[H-].[H-].[H-].